This data is from Reaction yield outcomes from USPTO patents with 853,638 reactions. The task is: Predict the reaction yield, written as a fraction of the theoretical maximum amount of product (1.0 means a 100% yield; for example, 0.34 means a 34% yield). (1) The reactants are C1(C)C=CC(S(O[C@@H:11]([CH2:13]/[CH:14]=[CH:15]/[C:16]2[CH:17]=[N:18][CH:19]=[CH:20][CH:21]=2)[CH3:12])(=O)=O)=CC=1.[CH3:23][NH2:24]. The catalyst is C(O)C. The product is [CH3:23][NH:24][C@H:11]([CH2:13]/[CH:14]=[CH:15]/[C:16]1[CH:17]=[N:18][CH:19]=[CH:20][CH:21]=1)[CH3:12]. The yield is 0.240. (2) The reactants are [CH:1]1C=C[C:4]2N(O)N=[N:7][C:5]=2[CH:6]=1.Cl.Cl.Cl.[CH3:14][O:15][C:16](=[O:64])[NH:17][CH:18]([C:22]([N:24]1[CH:30]([C:31]2[NH:32][C:33]([C:36]3[CH:45]=[CH:44][C:43]4[C:38](=[CH:39][CH:40]=[C:41]([C:46]5[CH:51]=[CH:50][C:49]([C:52]6[NH:53][C:54]([CH:57]7[CH2:61][CH:60]([C:62]#[N:63])[CH2:59][NH:58]7)=[N:55][CH:56]=6)=[CH:48][CH:47]=5)[CH:42]=4)[CH:37]=3)=[CH:34][N:35]=2)[CH2:29][C:26]2([CH2:28][CH2:27]2)[CH2:25]1)=[O:23])[CH:19]([CH3:21])[CH3:20].CN1CC[O:69]CC1.C[CH2:73][O:74][C:75](C)=[O:76]. The catalyst is CN(C=O)C. The product is [CH3:14][O:15][C:16](=[O:64])[NH:17][CH:18]([C:22]([N:24]1[CH:30]([C:31]2[NH:32][C:33]([C:36]3[CH:45]=[CH:44][C:43]4[C:38](=[CH:39][CH:40]=[C:41]([C:46]5[CH:51]=[CH:50][C:49]([C:52]6[NH:53][C:54]([CH:57]7[CH2:61][CH:60]([C:62]#[N:63])[CH2:59][N:58]7[C:4](=[O:69])[CH:5]([NH:7][C:75]([O:74][CH3:73])=[O:76])[CH2:6][CH3:1])=[N:55][CH:56]=6)=[CH:48][CH:47]=5)[CH:42]=4)[CH:37]=3)=[CH:34][N:35]=2)[CH2:29][C:26]2([CH2:27][CH2:28]2)[CH2:25]1)=[O:23])[CH:19]([CH3:21])[CH3:20]. The yield is 0.490. (3) The reactants are [CH:1]1([N:7]2[C:12](=[O:13])[CH2:11][C:10](=[O:14])[N:9]([CH:15]3[CH2:20][CH2:19][CH2:18][CH2:17][CH2:16]3)[C:8]2=[O:21])[CH2:6][CH2:5][CH2:4][CH2:3][CH2:2]1.C(N(C(C)C)CC)(C)C.[N:31]([CH2:34][C:35]([O:37]CC)=[O:36])=[C:32]=[S:33]. The product is [CH:1]1([N:7]2[C:12]([OH:13])=[C:11]([C:32]([NH:31][CH2:34][C:35]([OH:37])=[O:36])=[S:33])[C:10](=[O:14])[N:9]([CH:15]3[CH2:16][CH2:17][CH2:18][CH2:19][CH2:20]3)[C:8]2=[O:21])[CH2:2][CH2:3][CH2:4][CH2:5][CH2:6]1. The yield is 0.150. The catalyst is C(Cl)(Cl)Cl. (4) The reactants are Br[C:2]1[CH:8]=[C:7]([N+:9]([O-:11])=[O:10])[C:6]([C:12]#[C:13][C:14]2[CH:19]=[CH:18][CH:17]=[CH:16][CH:15]=2)=[CH:5][C:3]=1[NH2:4].[CH3:20][Si:21]([C:24]#[CH:25])([CH3:23])[CH3:22].C(N(C(C)C)CC)(C)C. The catalyst is [Cu]I.Cl[Pd](Cl)([P](C1C=CC=CC=1)(C1C=CC=CC=1)C1C=CC=CC=1)[P](C1C=CC=CC=1)(C1C=CC=CC=1)C1C=CC=CC=1.C1COCC1. The product is [N+:9]([C:7]1[CH:8]=[C:2]([C:25]#[C:24][Si:21]([CH3:23])([CH3:22])[CH3:20])[C:3]([NH2:4])=[CH:5][C:6]=1[C:12]#[C:13][C:14]1[CH:19]=[CH:18][CH:17]=[CH:16][CH:15]=1)([O-:11])=[O:10]. The yield is 0.810. (5) The reactants are [N+:1]([O-:4])(O)=[O:2].[Cl:5][C:6]1[CH:15]=[CH:14][C:13]2[C:8](=[CH:9][CH:10]=[CH:11][CH:12]=2)[N:7]=1. The catalyst is S(=O)(=O)(O)O. The product is [Cl:5][C:6]1[CH:15]=[CH:14][C:13]2[C:8](=[CH:9][CH:10]=[CH:11][C:12]=2[N+:1]([O-:4])=[O:2])[N:7]=1. The yield is 0.190. (6) The reactants are FC(F)(F)C(O)=O.[Cl:8][C:9]1[CH:10]=[C:11]([CH:15]2[C:19]([C:22]3[CH:27]=[CH:26][C:25]([Cl:28])=[CH:24][CH:23]=3)([C:20]#[N:21])[CH:18]([CH:29]([CH3:31])[CH3:30])[NH:17][CH:16]2[C:32](O)=[O:33])[CH:12]=[CH:13][CH:14]=1.CC1(C)[O:40][C@@H:39]([CH2:41][CH2:42][NH2:43])[CH2:38][O:37]1.CN(C(ON1N=NC2C=CC=NC1=2)=[N+](C)C)C.F[P-](F)(F)(F)(F)F.CCN(C(C)C)C(C)C.Cl. The catalyst is C(Cl)Cl.O1CCCC1. The product is [OH:40][C@H:39]([CH2:38][OH:37])[CH2:41][CH2:42][NH:43][C:32]([CH:16]1[CH:15]([C:11]2[CH:12]=[CH:13][CH:14]=[C:9]([Cl:8])[CH:10]=2)[C:19]([C:22]2[CH:27]=[CH:26][C:25]([Cl:28])=[CH:24][CH:23]=2)([C:20]#[N:21])[CH:18]([CH:29]([CH3:30])[CH3:31])[NH:17]1)=[O:33]. The yield is 0.520. (7) The reactants are [Br:1][C:2]1[CH:3]=[C:4]2[CH:10]=[CH:9][NH:8][C:5]2=[N:6][CH:7]=1.[I:11]N1C(=O)CCC1=O. The catalyst is ClC(Cl)C. The product is [Br:1][C:2]1[CH:3]=[C:4]2[C:10]([I:11])=[CH:9][NH:8][C:5]2=[N:6][CH:7]=1. The yield is 0.770. (8) The reactants are Cl.[NH2:2][C:3]1[N:8]=[C:7]([C:9]2[CH:18]=[C:17]3[C:12]([CH2:13][CH2:14][N:15]([C:19](=[O:34])[CH2:20][CH:21]4[CH2:26][CH2:25][N:24](C(OC(C)(C)C)=O)[CH2:23][CH2:22]4)[CH2:16]3)=[CH:11][CH:10]=2)[CH:6]=[C:5]([N:35]2[CH2:40][CH2:39][N:38]([CH3:41])[CH2:37][CH2:36]2)[N:4]=1. The catalyst is O1CCOCC1.CO. The product is [CH3:41][N:38]1[CH2:37][CH2:36][N:35]([C:5]2[CH:6]=[C:7]([C:9]3[CH:18]=[C:17]4[C:12]([CH2:13][CH2:14][N:15]([C:19](=[O:34])[CH2:20][CH:21]5[CH2:26][CH2:25][NH:24][CH2:23][CH2:22]5)[CH2:16]4)=[CH:11][CH:10]=3)[N:8]=[C:3]([NH2:2])[N:4]=2)[CH2:40][CH2:39]1. The yield is 0.980. (9) The reactants are [CH3:1][O:2][CH2:3][C@H:4]([C:6]1[CH:11]=[CH:10][CH:9]=[CH:8][CH:7]=1)[NH2:5].Br[CH2:13][C:14]([O:16][CH2:17][CH3:18])=[O:15].C([O-])([O-])=O.[K+].[K+]. The catalyst is CN(C=O)C. The product is [CH3:1][O:2][CH2:3][C@@H:4]([NH:5][CH2:13][C:14]([O:16][CH2:17][CH3:18])=[O:15])[C:6]1[CH:11]=[CH:10][CH:9]=[CH:8][CH:7]=1. The yield is 0.750.